This data is from NCI-60 drug combinations with 297,098 pairs across 59 cell lines. The task is: Regression. Given two drug SMILES strings and cell line genomic features, predict the synergy score measuring deviation from expected non-interaction effect. (1) Drug 1: CCC1=CC2CC(C3=C(CN(C2)C1)C4=CC=CC=C4N3)(C5=C(C=C6C(=C5)C78CCN9C7C(C=CC9)(C(C(C8N6C)(C(=O)OC)O)OC(=O)C)CC)OC)C(=O)OC.C(C(C(=O)O)O)(C(=O)O)O. Drug 2: C1=NC2=C(N1)C(=S)N=CN2. Cell line: CCRF-CEM. Synergy scores: CSS=50.0, Synergy_ZIP=-3.02, Synergy_Bliss=-4.52, Synergy_Loewe=-5.40, Synergy_HSA=-2.32. (2) Cell line: SK-OV-3. Drug 2: COCCOC1=C(C=C2C(=C1)C(=NC=N2)NC3=CC=CC(=C3)C#C)OCCOC.Cl. Drug 1: CCC1=C2CN3C(=CC4=C(C3=O)COC(=O)C4(CC)O)C2=NC5=C1C=C(C=C5)O. Synergy scores: CSS=10.8, Synergy_ZIP=-3.48, Synergy_Bliss=0.429, Synergy_Loewe=-0.769, Synergy_HSA=0.0117. (3) Drug 1: C1=CC(=C2C(=C1NCCNCCO)C(=O)C3=C(C=CC(=C3C2=O)O)O)NCCNCCO. Drug 2: C#CCC(CC1=CN=C2C(=N1)C(=NC(=N2)N)N)C3=CC=C(C=C3)C(=O)NC(CCC(=O)O)C(=O)O. Cell line: M14. Synergy scores: CSS=22.7, Synergy_ZIP=-1.79, Synergy_Bliss=-1.01, Synergy_Loewe=-1.56, Synergy_HSA=0.710. (4) Drug 1: C1=CC(=CC=C1CCC2=CNC3=C2C(=O)NC(=N3)N)C(=O)NC(CCC(=O)O)C(=O)O. Drug 2: C1=NC2=C(N=C(N=C2N1C3C(C(C(O3)CO)O)F)Cl)N. Cell line: SNB-19. Synergy scores: CSS=40.9, Synergy_ZIP=-10.5, Synergy_Bliss=-10.2, Synergy_Loewe=-6.92, Synergy_HSA=-4.66. (5) Drug 1: C1=CC(=C2C(=C1NCCNCCO)C(=O)C3=C(C=CC(=C3C2=O)O)O)NCCNCCO. Drug 2: CCC1(CC2CC(C3=C(CCN(C2)C1)C4=CC=CC=C4N3)(C5=C(C=C6C(=C5)C78CCN9C7C(C=CC9)(C(C(C8N6C)(C(=O)OC)O)OC(=O)C)CC)OC)C(=O)OC)O.OS(=O)(=O)O. Cell line: UACC62. Synergy scores: CSS=40.4, Synergy_ZIP=-4.05, Synergy_Bliss=-4.95, Synergy_Loewe=-5.63, Synergy_HSA=-1.03. (6) Drug 1: CC1OCC2C(O1)C(C(C(O2)OC3C4COC(=O)C4C(C5=CC6=C(C=C35)OCO6)C7=CC(=C(C(=C7)OC)O)OC)O)O. Drug 2: CC(C)(C#N)C1=CC(=CC(=C1)CN2C=NC=N2)C(C)(C)C#N. Cell line: HS 578T. Synergy scores: CSS=24.6, Synergy_ZIP=-2.01, Synergy_Bliss=-2.95, Synergy_Loewe=-4.78, Synergy_HSA=-2.43. (7) Drug 1: CC1C(C(CC(O1)OC2CC(OC(C2O)C)OC3=CC4=CC5=C(C(=O)C(C(C5)C(C(=O)C(C(C)O)O)OC)OC6CC(C(C(O6)C)O)OC7CC(C(C(O7)C)O)OC8CC(C(C(O8)C)O)(C)O)C(=C4C(=C3C)O)O)O)O. Drug 2: C1CCC(C(C1)N)N.C(=O)(C(=O)[O-])[O-].[Pt+4]. Cell line: MDA-MB-231. Synergy scores: CSS=70.5, Synergy_ZIP=-1.18, Synergy_Bliss=1.80, Synergy_Loewe=-1.86, Synergy_HSA=1.01. (8) Drug 1: CC=C1C(=O)NC(C(=O)OC2CC(=O)NC(C(=O)NC(CSSCCC=C2)C(=O)N1)C(C)C)C(C)C. Drug 2: CNC(=O)C1=NC=CC(=C1)OC2=CC=C(C=C2)NC(=O)NC3=CC(=C(C=C3)Cl)C(F)(F)F. Cell line: NCI-H226. Synergy scores: CSS=35.0, Synergy_ZIP=1.98, Synergy_Bliss=1.52, Synergy_Loewe=-76.1, Synergy_HSA=0.160. (9) Drug 1: CCC1=CC2CC(C3=C(CN(C2)C1)C4=CC=CC=C4N3)(C5=C(C=C6C(=C5)C78CCN9C7C(C=CC9)(C(C(C8N6C)(C(=O)OC)O)OC(=O)C)CC)OC)C(=O)OC.C(C(C(=O)O)O)(C(=O)O)O. Drug 2: CS(=O)(=O)CCNCC1=CC=C(O1)C2=CC3=C(C=C2)N=CN=C3NC4=CC(=C(C=C4)OCC5=CC(=CC=C5)F)Cl. Cell line: SNB-75. Synergy scores: CSS=41.9, Synergy_ZIP=-1.66, Synergy_Bliss=1.87, Synergy_Loewe=-5.47, Synergy_HSA=3.23.